From a dataset of NCI-60 drug combinations with 297,098 pairs across 59 cell lines. Regression. Given two drug SMILES strings and cell line genomic features, predict the synergy score measuring deviation from expected non-interaction effect. (1) Drug 1: CC(C)(C#N)C1=CC(=CC(=C1)CN2C=NC=N2)C(C)(C)C#N. Drug 2: CC1C(C(CC(O1)OC2CC(CC3=C2C(=C4C(=C3O)C(=O)C5=CC=CC=C5C4=O)O)(C(=O)C)O)N)O. Cell line: 786-0. Synergy scores: CSS=48.3, Synergy_ZIP=1.38, Synergy_Bliss=-1.24, Synergy_Loewe=-2.97, Synergy_HSA=-0.426. (2) Drug 1: C1=C(C(=O)NC(=O)N1)F. Drug 2: CC1CCCC2(C(O2)CC(NC(=O)CC(C(C(=O)C(C1O)C)(C)C)O)C(=CC3=CSC(=N3)C)C)C. Cell line: UACC-257. Synergy scores: CSS=16.6, Synergy_ZIP=-3.17, Synergy_Bliss=-0.760, Synergy_Loewe=-0.920, Synergy_HSA=-0.966. (3) Drug 1: CN(C)N=NC1=C(NC=N1)C(=O)N. Drug 2: C1CN1P(=S)(N2CC2)N3CC3. Cell line: SK-MEL-5. Synergy scores: CSS=10.4, Synergy_ZIP=-6.15, Synergy_Bliss=-4.73, Synergy_Loewe=-20.6, Synergy_HSA=-5.31. (4) Drug 2: C1CCC(C(C1)N)N.C(=O)(C(=O)[O-])[O-].[Pt+4]. Synergy scores: CSS=25.1, Synergy_ZIP=-4.90, Synergy_Bliss=-0.656, Synergy_Loewe=3.07, Synergy_HSA=4.01. Drug 1: CC1=C(N=C(N=C1N)C(CC(=O)N)NCC(C(=O)N)N)C(=O)NC(C(C2=CN=CN2)OC3C(C(C(C(O3)CO)O)O)OC4C(C(C(C(O4)CO)O)OC(=O)N)O)C(=O)NC(C)C(C(C)C(=O)NC(C(C)O)C(=O)NCCC5=NC(=CS5)C6=NC(=CS6)C(=O)NCCC[S+](C)C)O. Cell line: MALME-3M. (5) Cell line: SF-268. Drug 1: C1=C(C(=O)NC(=O)N1)N(CCCl)CCCl. Synergy scores: CSS=43.7, Synergy_ZIP=9.54, Synergy_Bliss=9.74, Synergy_Loewe=8.78, Synergy_HSA=8.97. Drug 2: CC1C(C(=O)NC(C(=O)N2CCCC2C(=O)N(CC(=O)N(C(C(=O)O1)C(C)C)C)C)C(C)C)NC(=O)C3=C4C(=C(C=C3)C)OC5=C(C(=O)C(=C(C5=N4)C(=O)NC6C(OC(=O)C(N(C(=O)CN(C(=O)C7CCCN7C(=O)C(NC6=O)C(C)C)C)C)C(C)C)C)N)C. (6) Drug 1: CC1=C(C(CCC1)(C)C)C=CC(=CC=CC(=CC(=O)O)C)C. Cell line: CAKI-1. Synergy scores: CSS=12.7, Synergy_ZIP=-5.37, Synergy_Bliss=0.387, Synergy_Loewe=1.32, Synergy_HSA=2.27. Drug 2: C1C(C(OC1N2C=NC(=NC2=O)N)CO)O.